From a dataset of Reaction yield outcomes from USPTO patents with 853,638 reactions. Predict the reaction yield, written as a fraction of the theoretical maximum amount of product (1.0 means a 100% yield; for example, 0.34 means a 34% yield). (1) The reactants are [C:6](O[C:6](=[O:9])[CH2:7][CH3:8])(=[O:9])[CH2:7][CH3:8].[NH2:10][C:11]1[N:16]=[CH:15][C:14](/[CH:17]=[CH:18]/[C:19]([N:21]([CH3:33])[CH2:22][C:23]2[N:24]([CH3:32])[C:25]3[C:30]([CH:31]=2)=[CH:29][CH:28]=[CH:27][CH:26]=3)=[O:20])=[CH:13][CH:12]=1.C(=O)(O)[O-].[Na+]. The catalyst is C1COCC1. The product is [CH3:33][N:21]([CH2:22][C:23]1[N:24]([CH3:32])[C:25]2[C:30]([CH:31]=1)=[CH:29][CH:28]=[CH:27][CH:26]=2)[C:19](=[O:20])/[CH:18]=[CH:17]/[C:14]1[CH:15]=[N:16][C:11]([NH:10][C:6](=[O:9])[CH2:7][CH3:8])=[CH:12][CH:13]=1. The yield is 0.530. (2) The reactants are [Cl:1][C:2]1[CH:10]=[CH:9][C:5]([C:6]([NH2:8])=[O:7])=[C:4]([OH:11])[CH:3]=1.N1C=CC=CC=1.Cl[C:19](OCC)=[O:20]. The catalyst is C(#N)C. The product is [Cl:1][C:2]1[CH:10]=[CH:9][C:5]2[C:6](=[O:7])[NH:8][C:19](=[O:20])[O:11][C:4]=2[CH:3]=1. The yield is 0.830. (3) The reactants are [CH2:1]([C:3]1[N:7]([C:8]2[N:16]=[C:15]3[C:11]([N:12]=[C:13]([C:18]4([OH:22])[CH2:21][NH:20][CH2:19]4)[N:14]3[CH3:17])=[C:10]([N:23]3[CH2:28][CH2:27][O:26][CH2:25][CH2:24]3)[N:9]=2)[C:6]2[CH:29]=[CH:30][CH:31]=[CH:32][C:5]=2[N:4]=1)[CH3:2].[CH3:33][C:34](=O)[CH3:35].C(O[BH-](OC(=O)C)OC(=O)C)(=O)C.[Na+]. The catalyst is ClCCCl. The product is [CH2:1]([C:3]1[N:7]([C:8]2[N:16]=[C:15]3[C:11]([N:12]=[C:13]([C:18]4([OH:22])[CH2:21][N:20]([CH:34]([CH3:35])[CH3:33])[CH2:19]4)[N:14]3[CH3:17])=[C:10]([N:23]3[CH2:28][CH2:27][O:26][CH2:25][CH2:24]3)[N:9]=2)[C:6]2[CH:29]=[CH:30][CH:31]=[CH:32][C:5]=2[N:4]=1)[CH3:2]. The yield is 0.130. (4) The product is [O:16]=[C:11]1[CH2:12][C@H:13]2[N:8]([C:25]([O:27][C:28]([CH3:29])([CH3:30])[CH3:31])=[O:26])[C@H:9]([CH2:15][CH2:14]2)[CH2:10]1. The catalyst is CCOC(C)=O.[Pd]. The yield is 1.00. The reactants are C([N:8]1[C@H:13]2[CH2:14][CH2:15][C@@H:9]1[CH2:10][C:11](=[O:16])[CH2:12]2)C1C=CC=CC=1.[CH3:29][C:28]([O:27][C:25](O[C:25]([O:27][C:28]([CH3:31])([CH3:30])[CH3:29])=[O:26])=[O:26])([CH3:31])[CH3:30]. (5) The yield is 0.620. The reactants are [CH3:1][S:2]([C:5]1[CH:6]=[CH:7][C:8]([O:11][C:12]2[CH:13]=[C:14]3[C:18](=[C:19]([O:21][CH:22]4[CH2:27][CH2:26][O:25][CH2:24][CH2:23]4)[CH:20]=2)[NH:17][C:16]([C:28]2[S:29][CH:30]([CH2:33][C:34](O)=[O:35])[CH2:31][N:32]=2)=[CH:15]3)=[N:9][CH:10]=1)(=[O:4])=[O:3].[N:37]1(O)C2C=CC=CC=2N=N1.Cl.CN(C)CCCN=C=NCC.N. The product is [CH3:1][S:2]([C:5]1[CH:6]=[CH:7][C:8]([O:11][C:12]2[CH:13]=[C:14]3[C:18](=[C:19]([O:21][CH:22]4[CH2:23][CH2:24][O:25][CH2:26][CH2:27]4)[CH:20]=2)[NH:17][C:16]([C:28]2[S:29][CH:30]([CH2:33][C:34]([NH2:37])=[O:35])[CH2:31][N:32]=2)=[CH:15]3)=[N:9][CH:10]=1)(=[O:4])=[O:3]. The catalyst is O.CN(C)C=O. (6) The reactants are [Si:1]([O:8][CH2:9][CH2:10][C:11]#[N:12])([C:4]([CH3:7])([CH3:6])[CH3:5])([CH3:3])[CH3:2].[CH2:13]([Mg]Br)[CH3:14].B(F)(F)F.CCOCC. The catalyst is CCOCC.C([O-])(C)C.C([O-])(C)C.C([O-])(C)C.C([O-])(C)C.[Ti+4]. The product is [Si:1]([O:8][CH2:9][CH2:10][C:11]1([NH2:12])[CH2:14][CH2:13]1)([C:4]([CH3:7])([CH3:6])[CH3:5])([CH3:3])[CH3:2]. The yield is 0.300. (7) The reactants are [CH2:1]([O:8][C:9]([N:11]1[CH2:16][CH2:15][C:14](=O)[CH2:13][CH2:12]1)=[O:10])[C:2]1[CH:7]=[CH:6][CH:5]=[CH:4][CH:3]=1.Br[C:19](Br)([F:21])[F:20].CN(P(N(C)C)(N(C)C)=O)C. The catalyst is C1COCC1.[Zn]. The product is [CH2:1]([O:8][C:9]([N:11]1[CH2:16][CH2:15][C:14](=[C:19]([F:21])[F:20])[CH2:13][CH2:12]1)=[O:10])[C:2]1[CH:7]=[CH:6][CH:5]=[CH:4][CH:3]=1. The yield is 0.560. (8) The yield is 0.850. The catalyst is CN(C=O)C. The product is [CH3:13][O:1][C:2]1[CH:11]=[C:10]([CH3:12])[CH:9]=[CH:8][C:3]=1[C:4]([O:6][CH3:7])=[O:5]. The reactants are [OH:1][C:2]1[CH:11]=[C:10]([CH3:12])[CH:9]=[CH:8][C:3]=1[C:4]([O:6][CH3:7])=[O:5].[C:13](=O)([O-])[O-].[K+].[K+].CI. (9) The reactants are [N:1]1([CH:10]([NH:14][C:15]([O:17][CH2:18][C:19]2[CH:24]=[CH:23][CH:22]=[CH:21][CH:20]=2)=[O:16])[C:11](O)=[O:12])C2C=CC=CC=2N=N1.C(Cl)(=O)C(Cl)=O.[NH2:31][C:32]1[CH:37]=[C:36]([Br:38])[CH:35]=[CH:34][C:33]=1[C:39](=O)[CH3:40].CN1CCOCC1.C([O-])(=O)C.[NH4+].[OH-].[Na+]. The catalyst is C(Cl)Cl.O1CCCC1.O.CN(C)C=O. The product is [Br:38][C:36]1[CH:35]=[CH:34][C:33]2[C:39]([CH3:40])=[N:1][CH:10]([NH:14][C:15](=[O:16])[O:17][CH2:18][C:19]3[CH:24]=[CH:23][CH:22]=[CH:21][CH:20]=3)[C:11](=[O:12])[NH:31][C:32]=2[CH:37]=1. The yield is 0.530. (10) The reactants are [NH2:1][C:2]1[N:7]=[CH:6][N:5]=[C:4]2[NH:8][N:9]=[C:10]([C:11]3[CH:12]=[C:13]([OH:17])[CH:14]=[CH:15][CH:16]=3)[C:3]=12.N1C=CN=C1.[CH3:23][C:24]([Si:27](Cl)([CH3:29])[CH3:28])([CH3:26])[CH3:25]. The catalyst is CN(C=O)C.O. The product is [Si:27]([O:17][C:13]1[CH:12]=[C:11]([C:10]2[C:3]3[C:4](=[N:5][CH:6]=[N:7][C:2]=3[NH2:1])[NH:8][N:9]=2)[CH:16]=[CH:15][CH:14]=1)([C:24]([CH3:26])([CH3:25])[CH3:23])([CH3:29])[CH3:28]. The yield is 0.850.